Dataset: Reaction yield outcomes from USPTO patents with 853,638 reactions. Task: Predict the reaction yield, written as a fraction of the theoretical maximum amount of product (1.0 means a 100% yield; for example, 0.34 means a 34% yield). (1) The reactants are C[O:2][CH:3](OC)[CH2:4][N:5]1[C:9]2[C:10]([C:14]([O:16][CH3:17])=[O:15])=[CH:11][CH:12]=[CH:13][C:8]=2[N:7]=[C:6]1[CH:18](C)C.O.FC(F)(F)C(O)=O. The catalyst is C(Cl)Cl. The product is [CH3:18][C:6]1[N:5]([CH2:4][CH:3]=[O:2])[C:9]2[C:10]([C:14]([O:16][CH3:17])=[O:15])=[CH:11][CH:12]=[CH:13][C:8]=2[N:7]=1. The yield is 0.560. (2) The reactants are [C:1]([C:5]1[CH:6]=[C:7]([CH:42]=[C:43]([C:45]([O:47][CH3:48])=[O:46])[CH:44]=1)[CH2:8][C:9]1([CH2:19][CH2:20][CH2:21][S:22][C:23]([C:36]2[CH:41]=[CH:40][CH:39]=[CH:38][CH:37]=2)([C:30]2[CH:35]=[CH:34][CH:33]=[CH:32][CH:31]=2)[C:24]2[CH:29]=[CH:28][CH:27]=[CH:26][CH:25]=2)[C:14](=[O:15])[O:13]C(C)(C)[O:11][C:10]1=[O:18])([CH3:4])([CH3:3])[CH3:2].[OH-].[Na+]. The catalyst is O1CCOCC1.O. The product is [C:1]([C:5]1[CH:6]=[C:7]([CH:42]=[C:43]([C:45]([O:47][CH3:48])=[O:46])[CH:44]=1)[CH2:8][C:9]([CH2:19][CH2:20][CH2:21][S:22][C:23]([C:36]1[CH:41]=[CH:40][CH:39]=[CH:38][CH:37]=1)([C:30]1[CH:31]=[CH:32][CH:33]=[CH:34][CH:35]=1)[C:24]1[CH:25]=[CH:26][CH:27]=[CH:28][CH:29]=1)([C:10]([OH:18])=[O:11])[C:14]([OH:15])=[O:13])([CH3:4])([CH3:2])[CH3:3]. The yield is 0.900. (3) The reactants are [Cl:1][C:2]1[CH:10]=[C:9]2[C:5]([C:6]([C:11]([O:13]C)=[O:12])=[CH:7][NH:8]2)=[CH:4][C:3]=1[C:15]1[C:16]([O:27][CH3:28])=[N:17][C:18]([N:21]2[CH2:25][CH2:24][CH:23]([OH:26])[CH2:22]2)=[CH:19][CH:20]=1.[OH-].[Na+].Cl. The catalyst is CO. The product is [Cl:1][C:2]1[CH:10]=[C:9]2[C:5]([C:6]([C:11]([OH:13])=[O:12])=[CH:7][NH:8]2)=[CH:4][C:3]=1[C:15]1[C:16]([O:27][CH3:28])=[N:17][C:18]([N:21]2[CH2:25][CH2:24][CH:23]([OH:26])[CH2:22]2)=[CH:19][CH:20]=1. The yield is 0.373. (4) The reactants are [OH:1][C:2]1[CH:15]=[CH:14][C:5]([C:6]([C:8]2[CH:13]=[CH:12][CH:11]=[CH:10][CH:9]=2)=[O:7])=[CH:4][CH:3]=1.[C:16](Cl)(=[O:20])[C:17]([CH3:19])=[CH2:18].C(N(CC)CC)C. The catalyst is C(Cl)Cl. The product is [C:16]([O:1][C:2]1[CH:3]=[CH:4][C:5]([C:6](=[O:7])[C:8]2[CH:13]=[CH:12][CH:11]=[CH:10][CH:9]=2)=[CH:14][CH:15]=1)(=[O:20])[C:17]([CH3:19])=[CH2:18]. The yield is 0.750.